This data is from Full USPTO retrosynthesis dataset with 1.9M reactions from patents (1976-2016). The task is: Predict the reactants needed to synthesize the given product. (1) Given the product [Cl:15][C:7]1[CH:6]=[CH:5][C:4]2[C:9](=[CH:10][CH:11]=[C:2]([CH3:1])[CH:3]=2)[N:8]=1, predict the reactants needed to synthesize it. The reactants are: [CH3:1][C:2]1[CH:3]=[C:4]2[C:9](=[CH:10][CH:11]=1)[NH:8][C:7](=O)[CH:6]=[CH:5]2.O=P(Cl)(Cl)[Cl:15]. (2) The reactants are: CC1(C)C(C)(C)OB([C:9]2[CH:14]=[CH:13][CH:12]=[C:11]([N+:15]([O-:17])=[O:16])[CH:10]=2)O1.I[C:20]1[CH:21]=[C:22]([CH:26]=[CH:27][C:28]=1[CH3:29])[C:23]([OH:25])=[O:24].C(=O)([O-])[O-].[K+].[K+].C([O-])(O)=O.[Na+]. Given the product [CH3:29][C:28]1[C:27]([C:9]2[CH:14]=[CH:13][CH:12]=[C:11]([N+:15]([O-:17])=[O:16])[CH:10]=2)=[CH:26][C:22]([C:23]([OH:25])=[O:24])=[CH:21][CH:20]=1, predict the reactants needed to synthesize it. (3) Given the product [OH:5][C:6]1[C:7]2[CH:8]=[C:9]([CH:17]=[CH:18][C:19]([N:47]([CH3:48])[CH2:46][C:24]3[N:23]([CH3:22])[C:28]4[C:29]([CH:25]=3)=[CH:30][CH:31]=[CH:32][CH:33]=4)=[O:21])[CH:10]=[N:11][C:12]=2[NH:13][C:14](=[O:16])[CH:15]=1, predict the reactants needed to synthesize it. The reactants are: C(Cl)CCl.[OH:5][C:6]1[C:7]2[CH:8]=[C:9]([CH:17]=[CH:18][C:19]([OH:21])=O)[CH:10]=[N:11][C:12]=2[NH:13][C:14](=[O:16])[CH:15]=1.[CH3:22][NH:23][CH2:24][C:25]1[C:29]2[CH:30]=[CH:31][CH:32]=[CH:33][C:28]=2OC=1C.C1C=CC2N(O)N=NC=2C=1.C[CH2:46][N:47](C(C)C)[CH:48](C)C. (4) Given the product [Br-:13].[Cl:1][C:2]1[CH:3]=[CH:4][C:5]([N+:8]2[CH:12]=[CH:11][N:10]([CH2:27][CH2:26][CH2:25][CH2:24][CH2:23][CH2:22][CH2:21][CH2:20][CH2:19][CH2:18][CH2:17][CH2:16][CH2:15][CH3:14])[CH:9]=2)=[CH:6][CH:7]=1, predict the reactants needed to synthesize it. The reactants are: [Cl:1][C:2]1[CH:7]=[CH:6][C:5]([N:8]2[CH:12]=[CH:11][N:10]=[CH:9]2)=[CH:4][CH:3]=1.[Br:13][CH2:14][CH2:15][CH2:16][CH2:17][CH2:18][CH2:19][CH2:20][CH2:21][CH2:22][CH2:23][CH2:24][CH2:25][CH2:26][CH3:27]. (5) Given the product [CH2:13]([CH:12]1[CH2:17][O:18][C:9]([NH:8][C:4]2[CH:5]=[CH:6][CH:7]=[C:2]([Cl:1])[CH:3]=2)=[N:11]1)[CH2:14][CH2:15][CH3:16], predict the reactants needed to synthesize it. The reactants are: [Cl:1][C:2]1[CH:3]=[C:4]([NH:8][C:9]([NH:11][CH:12]([CH2:17][OH:18])[CH2:13][CH2:14][CH2:15][CH3:16])=O)[CH:5]=[CH:6][CH:7]=1.O=P(Cl)(Cl)Cl. (6) Given the product [Cl:35][C:36]1[N:37]=[CH:38][C:39]2[N:43]=[C:44]([C:45]3[CH:46]=[CH:47][N:48]=[CH:49][CH:50]=3)[O:51][C:40]=2[N:41]=1, predict the reactants needed to synthesize it. The reactants are: C1(P(C2C=CC=CC=2)C2C=CC=CC=2)C=CC=CC=1.C(N(CC)CC)C.ClC(Cl)(Cl)C(Cl)(Cl)Cl.[Cl:35][C:36]1[N:41]=[C:40](O)[C:39]([NH:43][C:44](=[O:51])[C:45]2[CH:50]=[CH:49][N:48]=[CH:47][CH:46]=2)=[CH:38][N:37]=1. (7) Given the product [CH2:25]([N:19]([CH:20]([CH:22]1[CH2:23][CH2:24]1)[CH3:21])[C:17](=[O:18])[CH2:16][N:13]1[C:14](=[O:15])[C@:7]2([C:8]3[C:4](=[CH:3][C:2]([NH:1][C:39]([C:35]4[CH:36]=[N:37][O:38][C:34]=4[CH3:33])=[O:40])=[CH:10][CH:9]=3)[CH2:5][CH2:6]2)[NH:11][C:12]1=[O:32])[C:26]1[CH:31]=[CH:30][CH:29]=[CH:28][CH:27]=1, predict the reactants needed to synthesize it. The reactants are: [NH2:1][C:2]1[CH:3]=[C:4]2[C:8](=[CH:9][CH:10]=1)[C:7]1([C:14](=[O:15])[N:13]([CH2:16][C:17]([N:19]([CH2:25][C:26]3[CH:31]=[CH:30][CH:29]=[CH:28][CH:27]=3)[C@H:20]([CH:22]3[CH2:24][CH2:23]3)[CH3:21])=[O:18])[C:12](=[O:32])[NH:11]1)[CH2:6][CH2:5]2.[CH3:33][C:34]1[O:38][N:37]=[CH:36][C:35]=1[C:39](Cl)=[O:40].O.